Dataset: Forward reaction prediction with 1.9M reactions from USPTO patents (1976-2016). Task: Predict the product of the given reaction. (1) Given the reactants F[C:2]1[CH:3]=[C:4]([CH:8]=[CH:9][C:10]=1[N+:11]([O-:13])=[O:12])[C:5]([NH2:7])=[O:6].[C:14]1([CH2:24][CH2:25][OH:26])[C:23]2[C:18](=[CH:19][CH:20]=[CH:21][CH:22]=2)[CH:17]=[CH:16][CH:15]=1.CC(C)([O-])C.[K+], predict the reaction product. The product is: [C:14]1([CH2:24][CH2:25][O:26][C:2]2[CH:3]=[C:4]([CH:8]=[CH:9][C:10]=2[N+:11]([O-:13])=[O:12])[C:5]([NH2:7])=[O:6])[C:23]2[C:18](=[CH:19][CH:20]=[CH:21][CH:22]=2)[CH:17]=[CH:16][CH:15]=1. (2) Given the reactants [O:1]1[CH2:5][CH2:4][CH2:3][C@@H:2]1[CH2:6][O:7][C:8]1[CH:9]=[C:10]([CH:27]=[C:28](B2OC(C)(C)C(C)(C)O2)[CH:29]=1)[CH2:11][O:12][C:13]1[CH:18]=[CH:17][CH:16]=[CH:15][C:14]=1[CH2:19][C:20]([O:22][C:23]([CH3:26])([CH3:25])[CH3:24])=[O:21].Cl.[NH2:40][C@@H:41]([C:44]1[CH:49]=[CH:48][CH:47]=[C:46](Cl)[C:45]=1[F:51])[CH2:42][OH:43], predict the reaction product. The product is: [NH2:40][C@@H:41]([C:44]1[C:45]([F:51])=[C:46]([C:28]2[CH:29]=[C:8]([O:7][CH2:6][C@H:2]3[CH2:3][CH2:4][CH2:5][O:1]3)[CH:9]=[C:10]([CH2:11][O:12][C:13]3[CH:18]=[CH:17][CH:16]=[CH:15][C:14]=3[CH2:19][C:20]([O:22][C:23]([CH3:25])([CH3:24])[CH3:26])=[O:21])[CH:27]=2)[CH:47]=[CH:48][CH:49]=1)[CH2:42][OH:43]. (3) Given the reactants [CH2:1]([O:3][C:4]([C:6]1[O:10][C:9](Cl)=[N:8][CH:7]=1)=[O:5])[CH3:2].CC1(C)C(C)(C)OB([C:20]2[O:24][C:23]([Si](C(C)C)(C(C)C)C(C)C)=[N:22][CH:21]=2)O1, predict the reaction product. The product is: [CH2:1]([O:3][C:4]([C:6]1[O:10][C:9]([C:20]2[O:24][CH:23]=[N:22][CH:21]=2)=[N:8][CH:7]=1)=[O:5])[CH3:2]. (4) Given the reactants [C:1]([O:5][C:6]([N:8]1[CH:12](C(O)=O)[CH2:11][S:10][CH2:9]1)=[O:7])([CH3:4])([CH3:3])[CH3:2].B.C1C[O:20][CH2:19]C1, predict the reaction product. The product is: [C:1]([O:5][C:6]([N:8]1[CH2:12][CH:11]([CH2:19][OH:20])[S:10][CH2:9]1)=[O:7])([CH3:2])([CH3:3])[CH3:4].